Predict which catalyst facilitates the given reaction. From a dataset of Catalyst prediction with 721,799 reactions and 888 catalyst types from USPTO. (1) Reactant: Cl.Cl.C[C:4]1[C:5]([N:13]([CH2:21][CH2:22][NH2:23])[CH2:14][C:15]2[CH:20]=[CH:19][CH:18]=[CH:17][CH:16]=2)=[C:6]([CH:10]=[CH:11][CH:12]=1)[C:7](O)=[O:8].C1(C)C=CC=CC=1.O1CCCC1.C[Al](C)C.O. Product: [CH2:14]([N:13]1[C:5]2[CH:4]=[CH:12][CH:11]=[CH:10][C:6]=2[C:7](=[O:8])[NH:23][CH2:22][CH2:21]1)[C:15]1[CH:20]=[CH:19][CH:18]=[CH:17][CH:16]=1. The catalyst class is: 195. (2) Reactant: [N:1]1[CH:6]=[CH:5][CH:4]=[CH:3][C:2]=1[CH2:7][CH2:8][C:9]1[CH:16]=[CH:15][C:12]([CH:13]=O)=[CH:11][CH:10]=1.[N+:17]([CH3:20])([O-:19])=[O:18].C([O-])(=O)C.[NH4+]. Product: [N:1]1[CH:6]=[CH:5][CH:4]=[CH:3][C:2]=1[CH2:7][CH2:8][C:9]1[CH:16]=[CH:15][C:12](/[CH:13]=[CH:20]/[N+:17]([O-:19])=[O:18])=[CH:11][CH:10]=1. The catalyst class is: 15. (3) Reactant: [C:1]([C:4]1[CH:9]=[CH:8][C:7]([NH:10][C:11]2[S:12][C:13]([C:19]3[C:24]([F:25])=[CH:23][C:22]([C:26]([OH:29])([CH3:28])[CH3:27])=[CH:21][C:20]=3[F:30])=[CH:14][C:15]=2[C:16]([NH2:18])=[O:17])=[CH:6][CH:5]=1)(=[O:3])[CH3:2].[CH3:31][Mg]Cl.[NH4+].[Cl-]. Product: [F:25][C:24]1[CH:23]=[C:22]([C:26]([OH:29])([CH3:27])[CH3:28])[CH:21]=[C:20]([F:30])[C:19]=1[C:13]1[S:12][C:11]([NH:10][C:7]2[CH:6]=[CH:5][C:4]([C:1]([OH:3])([CH3:31])[CH3:2])=[CH:9][CH:8]=2)=[C:15]([C:16]([NH2:18])=[O:17])[CH:14]=1. The catalyst class is: 1. (4) Reactant: [O:1]1[C:6]2[CH:7]=[CH:8][C:9]([CH2:11][N:12]3[CH2:17][CH2:16][CH:15]([NH:18][CH2:19][CH2:20][N:21]4[C:30]5[C:25](=[CH:26][CH:27]=[C:28]([O:31][CH3:32])[CH:29]=5)[C:24]([CH3:33])=[CH:23][C:22]4=[O:34])[CH2:14][CH2:13]3)=[CH:10][C:5]=2[O:4][CH2:3][CH2:2]1.[ClH:35].C(OCC)(=O)C. Product: [ClH:35].[O:1]1[C:6]2[CH:7]=[CH:8][C:9]([CH2:11][N:12]3[CH2:13][CH2:14][CH:15]([NH:18][CH2:19][CH2:20][N:21]4[C:30]5[C:25](=[CH:26][CH:27]=[C:28]([O:31][CH3:32])[CH:29]=5)[C:24]([CH3:33])=[CH:23][C:22]4=[O:34])[CH2:16][CH2:17]3)=[CH:10][C:5]=2[O:4][CH2:3][CH2:2]1. The catalyst class is: 13. (5) Reactant: [CH2:1]([OH:23])[C@H:2]1[O:7][C@H:6]([O:8][CH2:9][C@H:10]2[O:14][C:13]([OH:17])([CH2:15][OH:16])[C@@H:12]([OH:18])[C@@H:11]2[OH:19])[C@H:5]([OH:20])[C@@H:4]([OH:21])[C@@H:3]1[OH:22]. Product: [CH2:1]([OH:23])[C@H:2]1[O:7][C@H:6]([O:8][CH2:9][C:10]([C@@H:11]([OH:19])[C@H:12]([OH:18])[C@H:13]([OH:17])[CH2:15][OH:16])=[O:14])[C@H:5]([OH:20])[C@@H:4]([OH:21])[C@@H:3]1[OH:22]. The catalyst class is: 6.